Dataset: Merck oncology drug combination screen with 23,052 pairs across 39 cell lines. Task: Regression. Given two drug SMILES strings and cell line genomic features, predict the synergy score measuring deviation from expected non-interaction effect. Drug 1: O=S1(=O)NC2(CN1CC(F)(F)F)C1CCC2Cc2cc(C=CCN3CCC(C(F)(F)F)CC3)ccc2C1. Synergy scores: synergy=-7.87. Drug 2: COc1cccc2c1C(=O)c1c(O)c3c(c(O)c1C2=O)CC(O)(C(=O)CO)CC3OC1CC(N)C(O)C(C)O1. Cell line: KPL1.